Predict the reactants needed to synthesize the given product. From a dataset of Full USPTO retrosynthesis dataset with 1.9M reactions from patents (1976-2016). (1) Given the product [O:25]1[CH:26]=[CH:27][C:23]([C:29]2[C:30]([O:49][CH3:50])=[C:31]([C:36]([CH2:39][S:40]([N:43]3[CH2:47][CH2:46][CH:45]([OH:48])[CH2:44]3)(=[O:42])=[O:41])=[CH:37][CH:38]=2)[C:32]([O:34][CH3:35])=[O:33])=[CH:24]1, predict the reactants needed to synthesize it. The reactants are: C1(S(CC2C(C(OCC)=O)=C(O)C([C:23]3[CH:27]=[CH:26][O:25][CH:24]=3)=CC=2)(=O)=O)C=CC=CC=1.Br[C:29]1[C:30]([O:49][CH3:50])=[C:31]([C:36]([CH2:39][S:40]([N:43]2[CH2:47][CH2:46][CH:45]([OH:48])[CH2:44]2)(=[O:42])=[O:41])=[CH:37][CH:38]=1)[C:32]([O:34][CH3:35])=[O:33]. (2) Given the product [CH3:36][C:19]1[CH:20]=[C:21]([N:24]2[CH2:29][CH2:28][CH:27]([N:30]3[CH2:34][CH2:33][CH2:32][C@@H:31]3[CH3:35])[CH2:26][CH2:25]2)[CH:22]=[CH:23][C:18]=1[N:17]1[CH2:16][CH2:15][C:5]2([CH2:10][CH2:9][CH:8]([C:11]([OH:13])=[O:12])[CH2:7][CH2:6]2)[C:3]1=[O:2], predict the reactants needed to synthesize it. The reactants are: C[O:2][C:3]([C:5]1([CH2:15][CH2:16][NH:17][C:18]2[CH:23]=[CH:22][C:21]([N:24]3[CH2:29][CH2:28][CH:27]([N:30]4[CH2:34][CH2:33][CH2:32][C@@H:31]4[CH3:35])[CH2:26][CH2:25]3)=[CH:20][C:19]=2[CH3:36])[CH2:10][CH2:9][CH:8]([C:11]([O:13]C)=[O:12])[CH2:7][CH2:6]1)=O.CC(C)([O-])C.[K+].C1COCC1.[O-]S([O-])(=O)=O.[Na+].[Na+]. (3) Given the product [NH2:22][C:23]1[N:28]=[C:27]([N:17]2[C:18]3[CH:19]=[CH:20][CH:21]=[C:13]([C:11]([NH:10][C@@H:7]([C:1]4[CH:2]=[CH:3][CH:4]=[CH:5][CH:6]=4)[CH2:8][CH3:9])=[O:12])[C:14]=3[CH:15]=[CH:16]2)[CH:26]=[CH:25][N:24]=1, predict the reactants needed to synthesize it. The reactants are: [C:1]1([C@H:7]([NH:10][C:11]([C:13]2[C:14]3[CH:15]=[CH:16][NH:17][C:18]=3[CH:19]=[CH:20][CH:21]=2)=[O:12])[CH2:8][CH3:9])[CH:6]=[CH:5][CH:4]=[CH:3][CH:2]=1.[NH2:22][C:23]1[N:28]=[C:27](Cl)[CH:26]=[CH:25][N:24]=1.C(NC1C=C(C=CC=1)CNC(C1C2C=CN(C3C=CN=C(N)N=3)C=2C=CC=1)=O)(=O)C.